From a dataset of Catalyst prediction with 721,799 reactions and 888 catalyst types from USPTO. Predict which catalyst facilitates the given reaction. (1) Reactant: [C:1]1([P:7]([C:19]2[CH:24]=[CH:23][CH:22]=[CH:21][CH:20]=2)[C:8]2[CH:9]=[CH:10][CH:11]=[C:12]3[C:17]=2[NH:16][CH:15]([CH3:18])[CH:14]=[CH:13]3)[CH:6]=[CH:5][CH:4]=[CH:3][CH:2]=1.OO.[O-:27]S([O-])=O.[Na+].[Na+]. Product: [C:19]1([P:7]([C:1]2[CH:2]=[CH:3][CH:4]=[CH:5][CH:6]=2)([C:8]2[CH:9]=[CH:10][CH:11]=[C:12]3[C:17]=2[NH:16][CH:15]([CH3:18])[CH:14]=[CH:13]3)=[O:27])[CH:20]=[CH:21][CH:22]=[CH:23][CH:24]=1. The catalyst class is: 2. (2) Reactant: [NH:1]1[CH:5]=[CH:4][C:3]([C@@H:6]2[CH2:11][N:10]3[CH2:12][CH2:13][CH2:14][C@@H:9]3[CH2:8][N:7]2[C:15]([O:17][C:18]([CH3:21])([CH3:20])[CH3:19])=[O:16])=[N:2]1.[F:22][C:23]1[CH:30]=[CH:29][C:26]([CH2:27]Cl)=[CH:25][CH:24]=1.C(=O)([O-])[O-].[K+].[K+]. Product: [F:22][C:23]1[CH:30]=[CH:29][C:26]([CH2:27][N:1]2[CH:5]=[CH:4][C:3]([C@@H:6]3[CH2:11][N:10]4[CH2:12][CH2:13][CH2:14][C@@H:9]4[CH2:8][N:7]3[C:15]([O:17][C:18]([CH3:21])([CH3:20])[CH3:19])=[O:16])=[N:2]2)=[CH:25][CH:24]=1. The catalyst class is: 39.